This data is from NCI-60 drug combinations with 297,098 pairs across 59 cell lines. The task is: Regression. Given two drug SMILES strings and cell line genomic features, predict the synergy score measuring deviation from expected non-interaction effect. (1) Drug 1: C1=NC(=NC(=O)N1C2C(C(C(O2)CO)O)O)N. Drug 2: CCN(CC)CCNC(=O)C1=C(NC(=C1C)C=C2C3=C(C=CC(=C3)F)NC2=O)C. Cell line: SN12C. Synergy scores: CSS=15.2, Synergy_ZIP=-8.31, Synergy_Bliss=-9.53, Synergy_Loewe=-7.64, Synergy_HSA=-7.46. (2) Drug 1: C1CCC(C1)C(CC#N)N2C=C(C=N2)C3=C4C=CNC4=NC=N3. Drug 2: C1=C(C(=O)NC(=O)N1)F. Cell line: K-562. Synergy scores: CSS=36.7, Synergy_ZIP=-7.15, Synergy_Bliss=-8.82, Synergy_Loewe=-11.4, Synergy_HSA=-8.17. (3) Drug 2: C1=NNC2=C1C(=O)NC=N2. Synergy scores: CSS=-0.318, Synergy_ZIP=-3.39, Synergy_Bliss=-2.70, Synergy_Loewe=-8.99, Synergy_HSA=-3.46. Cell line: OVCAR-4. Drug 1: CC1CCC2CC(C(=CC=CC=CC(CC(C(=O)C(C(C(=CC(C(=O)CC(OC(=O)C3CCCCN3C(=O)C(=O)C1(O2)O)C(C)CC4CCC(C(C4)OC)OCCO)C)C)O)OC)C)C)C)OC. (4) Drug 1: CC12CCC(CC1=CCC3C2CCC4(C3CC=C4C5=CN=CC=C5)C)O. Drug 2: CN1C2=C(C=C(C=C2)N(CCCl)CCCl)N=C1CCCC(=O)O.Cl. Cell line: BT-549. Synergy scores: CSS=0.133, Synergy_ZIP=-2.03, Synergy_Bliss=4.26, Synergy_Loewe=1.35, Synergy_HSA=3.09. (5) Drug 1: CC12CCC3C(C1CCC2=O)CC(=C)C4=CC(=O)C=CC34C. Drug 2: C1CC(C1)(C(=O)O)C(=O)O.[NH2-].[NH2-].[Pt+2]. Cell line: MDA-MB-231. Synergy scores: CSS=48.0, Synergy_ZIP=-3.08, Synergy_Bliss=0.284, Synergy_Loewe=0.699, Synergy_HSA=1.26. (6) Drug 1: CC1=C2C(C(=O)C3(C(CC4C(C3C(C(C2(C)C)(CC1OC(=O)C(C(C5=CC=CC=C5)NC(=O)OC(C)(C)C)O)O)OC(=O)C6=CC=CC=C6)(CO4)OC(=O)C)O)C)O. Drug 2: CC(C)CN1C=NC2=C1C3=CC=CC=C3N=C2N. Cell line: PC-3. Synergy scores: CSS=11.9, Synergy_ZIP=-2.87, Synergy_Bliss=-2.73, Synergy_Loewe=-34.4, Synergy_HSA=-4.19. (7) Drug 2: CCCCC(=O)OCC(=O)C1(CC(C2=C(C1)C(=C3C(=C2O)C(=O)C4=C(C3=O)C=CC=C4OC)O)OC5CC(C(C(O5)C)O)NC(=O)C(F)(F)F)O. Cell line: SR. Drug 1: C1CN1P(=S)(N2CC2)N3CC3. Synergy scores: CSS=69.2, Synergy_ZIP=-3.44, Synergy_Bliss=-5.50, Synergy_Loewe=-5.31, Synergy_HSA=-1.62.